From a dataset of Full USPTO retrosynthesis dataset with 1.9M reactions from patents (1976-2016). Predict the reactants needed to synthesize the given product. (1) Given the product [I-:13].[CH2:11]([N:6]1[CH:7]=[CH:8][CH:9]=[C:4]2[O:3][CH:2]([CH3:1])[NH+:10]=[C:5]12)[CH3:12], predict the reactants needed to synthesize it. The reactants are: [CH3:1][C:2]1[O:3][C:4]2[C:5]([N:10]=1)=[N:6][CH:7]=[CH:8][CH:9]=2.[CH2:11]([I:13])[CH3:12]. (2) Given the product [Cl:22][C:23]1[S:27][C:26]([C:28]([NH:17][N:16]([CH2:18][CH2:19][CH3:20])[C:15]([NH:14][C:11]2[CH:10]=[CH:9][C:8]([N:3]3[CH2:4][CH2:5][O:6][CH2:7][C:2]3=[O:1])=[CH:13][CH:12]=2)=[O:21])=[O:29])=[CH:25][CH:24]=1, predict the reactants needed to synthesize it. The reactants are: [O:1]=[C:2]1[CH2:7][O:6][CH2:5][CH2:4][N:3]1[C:8]1[CH:13]=[CH:12][C:11]([NH:14][C:15](=[O:21])[N:16]([CH2:18][CH2:19][CH3:20])[NH2:17])=[CH:10][CH:9]=1.[Cl:22][C:23]1[S:27][C:26]([C:28](O)=[O:29])=[CH:25][CH:24]=1.Cl.CN(C)CCCN=C=NCC.ON1C2C=CC=CC=2N=N1.CN1CCOCC1.